Dataset: Full USPTO retrosynthesis dataset with 1.9M reactions from patents (1976-2016). Task: Predict the reactants needed to synthesize the given product. (1) Given the product [CH2:71]1[CH2:70][CH2:69][N:68]2[C:76](=[N:75][CH2:74][CH2:66][CH2:65]2)[CH2:73][CH2:72]1.[CH3:48][C:49]1[C:54]([CH2:55][N:56]2[CH2:57][CH2:58][CH:59]([N:62]3[CH2:67][CH2:66][CH:65]([N:68]4[C:76](=[O:77])[NH:75][C:74]5[C:69]4=[CH:70][CH:71]=[CH:72][CH:73]=5)[CH2:64][CH2:63]3)[CH2:60][CH2:61]2)=[CH:53][CH:52]=[CH:51][CH:50]=1, predict the reactants needed to synthesize it. The reactants are: C(O[Si](OCC)(OCC)CCC/C(/C([O-])=O)=C(/CCC[Si](OCC)(OCC)OCC)\C([O-])=O)C.C(N(CCCC)CCCC)CCC.[CH3:48][C:49]1[C:54]([CH2:55][N:56]2[CH2:61][CH2:60][CH:59]([N:62]3[CH2:67][CH2:66][CH:65]([N:68]4[C:76](=[O:77])[NH:75][C:74]5[C:69]4=[CH:70][CH:71]=[CH:72][CH:73]=5)[CH2:64][CH2:63]3)[CH2:58][CH2:57]2)=[CH:53][CH:52]=[CH:51][CH:50]=1.C(OCCC[Si](OCC)(OCC)OCC)(=O)/C=C/C(OCCC[Si](OCC)(OCC)OCC)=O. (2) Given the product [Cl:16][C:17]1[N:18]=[N:19][C:20]([N:29]2[CH2:26][CH2:27][CH:37]([N:36]([CH3:35])[C:40](=[O:41])[O:10][C:11]([CH3:14])([CH3:13])[CH3:12])[CH2:38][CH2:39]2)=[C:21]([CH3:24])[C:22]=1[CH3:23], predict the reactants needed to synthesize it. The reactants are: N1CCC(CNC(=O)[O:10][C:11]([CH3:14])([CH3:13])[CH3:12])CC1.[Cl:16][C:17]1[N:18]=[N:19][C:20](Cl)=[C:21]([CH3:24])[C:22]=1[CH3:23].[CH:26]([N:29](CC)C(C)C)(C)[CH3:27].[CH3:35][N:36]1[C:40](=[O:41])[CH2:39][CH2:38][CH2:37]1. (3) Given the product [CH2:20]([N:21]([CH2:2][CH2:1][CH3:5])[CH2:12][CH2:13][CH2:6][C:16]1[N:21]=[C:20]([C:22]2[CH:39]=[CH:38][C:25]([CH2:26][N:27]3[C:28](=[O:37])[C:29]4[C:34](=[CH:33][CH:32]=[CH:31][CH:30]=4)[C:35]3=[O:36])=[CH:24][CH:23]=2)[CH:19]=[CH:18][CH:17]=1)[CH2:19][CH3:18], predict the reactants needed to synthesize it. The reactants are: [CH2:1]1[CH2:5]OC[CH2:2]1.[CH:6]12BC(C[CH2:12][CH2:13]1)CCC2.Cl[C:16]1[N:21]=[C:20]([C:22]2[CH:39]=[CH:38][C:25]([CH2:26][N:27]3[C:35](=[O:36])[C:34]4[C:29](=[CH:30][CH:31]=[CH:32][CH:33]=4)[C:28]3=[O:37])=[CH:24][CH:23]=2)[CH:19]=[CH:18][CH:17]=1.[F-].[Cs+]. (4) Given the product [C:23]([N:20]1[CH2:21][CH2:22][C:17]2[N:16]([CH2:27][CH2:28][C:29]([NH2:31])=[O:30])[N:15]=[C:14]([NH:13][C:10]3[CH:11]=[CH:12][C:7]([C:5]4[CH:4]=[N:3][N:2]([CH3:1])[CH:6]=4)=[CH:8][CH:9]=3)[C:18]=2[CH2:19]1)(=[O:25])[CH3:24], predict the reactants needed to synthesize it. The reactants are: [CH3:1][N:2]1[CH:6]=[C:5]([C:7]2[CH:12]=[CH:11][C:10]([NH:13][C:14]3[C:18]4[CH2:19][N:20]([C:23](=[O:25])[CH3:24])[CH2:21][CH2:22][C:17]=4[NH:16][N:15]=3)=[CH:9][CH:8]=2)[CH:4]=[N:3]1.Cl[CH2:27][CH2:28][C:29]([NH2:31])=[O:30].C([O-])([O-])=O.[Cs+].[Cs+]. (5) Given the product [CH:3]([Si:2]([CH:9]([CH3:11])[CH3:10])([CH:6]([CH3:8])[CH3:7])[O:29][C:28]1[CH:27]=[CH:26][CH:25]=[CH:24][C:23]=1[CH3:30])([CH3:5])[CH3:4], predict the reactants needed to synthesize it. The reactants are: Cl[Si:2]([CH:9]([CH3:11])[CH3:10])([CH:6]([CH3:8])[CH3:7])[CH:3]([CH3:5])[CH3:4].N12CCCN=C1CCCCC2.[C:23]1([CH3:30])[C:28]([OH:29])=[CH:27][CH:26]=[CH:25][CH:24]=1. (6) Given the product [Br:1][C:2]1[CH:3]=[C:4](/[C:9](=[N:18]\[S@@:16]([C:13]([CH3:15])([CH3:14])[CH3:12])=[O:17])/[CH3:10])[C:5]([F:8])=[N:6][CH:7]=1, predict the reactants needed to synthesize it. The reactants are: [Br:1][C:2]1[CH:3]=[C:4]([C:9](=O)[CH3:10])[C:5]([F:8])=[N:6][CH:7]=1.[CH3:12][C:13]([S@:16]([NH2:18])=[O:17])([CH3:15])[CH3:14]. (7) Given the product [OH:1][CH2:2][CH2:3][O:4][CH2:5][CH2:6][NH:7][C:8]([C:10]1[CH:11]=[C:12]([CH:17]=[CH:18][CH:19]=1)[C:13]([OH:15])=[O:14])=[O:9], predict the reactants needed to synthesize it. The reactants are: [OH:1][CH2:2][CH2:3][O:4][CH2:5][CH2:6][NH:7][C:8]([C:10]1[CH:11]=[C:12]([CH:17]=[CH:18][CH:19]=1)[C:13]([O:15]C)=[O:14])=[O:9].O.[OH-].[Li+]. (8) Given the product [CH3:1][N:2]([CH3:13])[S:3]([C:6]1[CH:7]=[N:8][CH:9]=[C:10]([Br:12])[C:11]=1[CH3:14])(=[O:4])=[O:5], predict the reactants needed to synthesize it. The reactants are: [CH3:1][N:2]([CH3:13])[S:3]([C:6]1[CH:7]=[N:8][CH:9]=[C:10]([Br:12])[CH:11]=1)(=[O:5])=[O:4].[CH:14]([N-]C(C)C)(C)C.[Li+].IC.